From a dataset of Forward reaction prediction with 1.9M reactions from USPTO patents (1976-2016). Predict the product of the given reaction. (1) Given the reactants O=[C:2]([C:14]1[CH:19]=[CH:18][CH:17]=[CH:16][CH:15]=1)[CH2:3][CH2:4][CH2:5][NH:6][C:7](=[O:13])[O:8][C:9]([CH3:12])([CH3:11])[CH3:10].Cl.[NH2:21][OH:22].O.O.O.C([O-])(=O)C.[Na+], predict the reaction product. The product is: [OH:22][N:21]=[C:2]([C:14]1[CH:19]=[CH:18][CH:17]=[CH:16][CH:15]=1)[CH2:3][CH2:4][CH2:5][NH:6][C:7](=[O:13])[O:8][C:9]([CH3:12])([CH3:11])[CH3:10]. (2) The product is: [OH:50][C@@H:49]([C:51]1[CH:56]=[CH:55][CH:54]=[CH:53][CH:52]=1)[C@@H:48]([NH:47][C:6]([C:5]1[CH:9]=[CH:10][C:2]([F:1])=[C:3]([NH:11][C:12]([C:14]2[N:18]3[CH:19]=[CH:20][CH:21]=[CH:22][C:17]3=[N:16][CH:15]=2)=[O:13])[CH:4]=1)=[O:8])[CH2:57][OH:58]. Given the reactants [F:1][C:2]1[CH:10]=[CH:9][C:5]([C:6]([OH:8])=O)=[CH:4][C:3]=1[NH:11][C:12]([C:14]1[N:18]2[CH:19]=[CH:20][CH:21]=[CH:22][C:17]2=[N:16][CH:15]=1)=[O:13].CN(C(ON1N=NC2C=CC=NC1=2)=[N+](C)C)C.F[P-](F)(F)(F)(F)F.[NH2:47][C@@H:48]([CH2:57][OH:58])[C@H:49]([C:51]1[CH:56]=[CH:55][CH:54]=[CH:53][CH:52]=1)[OH:50].C(N(C(C)C)CC)(C)C, predict the reaction product. (3) Given the reactants Cl.[F:2][C:3]([F:10])([F:9])[CH2:4][O:5][CH2:6][CH2:7][NH2:8].[Si](O[CH2:19][C:20]1[C:21]([O:47][CH3:48])=[N:22][C:23]2[C:28]([C:29]=1[Cl:30])=[CH:27][C:26]([C:31]([C:40]1[N:44]([CH3:45])[C:43]([CH3:46])=[N:42][CH:41]=1)([C:33]1[N:37]([CH3:38])[C:36]([CH3:39])=[N:35][CH:34]=1)[OH:32])=[CH:25][CH:24]=2)(C(C)(C)C)(C)C.C(N(CC)CC)C.[I-].[K+], predict the reaction product. The product is: [Cl:30][C:29]1[C:28]2[C:23](=[CH:24][CH:25]=[C:26]([C:31]([C:33]3[N:37]([CH3:38])[C:36]([CH3:39])=[N:35][CH:34]=3)([C:40]3[N:44]([CH3:45])[C:43]([CH3:46])=[N:42][CH:41]=3)[OH:32])[CH:27]=2)[N:22]=[C:21]([O:47][CH3:48])[C:20]=1[CH2:19][NH:8][CH2:7][CH2:6][O:5][CH2:4][C:3]([F:10])([F:9])[F:2]. (4) Given the reactants [NH2:1][C:2]1[C:7]2=[CH:8][CH:9]=[C:10]([CH2:11][CH2:12][CH2:13][CH2:14][OH:15])[N:6]2[N:5]=[CH:4][N:3]=1.[Br:16]N1C(C)(C)C(=O)N(Br)C1=O, predict the reaction product. The product is: [NH2:1][C:2]1[C:7]2=[C:8]([Br:16])[CH:9]=[C:10]([CH2:11][CH2:12][CH2:13][CH2:14][OH:15])[N:6]2[N:5]=[CH:4][N:3]=1. (5) Given the reactants CC1(C)[O:9][C:7](=[O:8])[CH2:6][C:4](=[O:5])[O:3]1.[C:11]1(C)[CH:16]=CC=C[CH:12]=1, predict the reaction product. The product is: [CH:11]([CH:6]([C:7]([OH:9])=[O:8])[C:4]([OH:3])=[O:5])([CH3:16])[CH3:12]. (6) Given the reactants II.[Br:3][C:4]1[CH:12]=[CH:11][CH:10]=[C:9]2[C:5]=1[CH:6]=[CH:7][NH:8]2.[OH-].[K+].[O-:15]S([O-])=O.[Na+].[Na+], predict the reaction product. The product is: [Br:3][C:4]1[CH:12]=[CH:11][CH:10]=[C:9]2[C:5]=1[CH2:6][C:7](=[O:15])[NH:8]2. (7) Given the reactants [Cl:1][CH:2]([CH2:6][OH:7])[C:3]([OH:5])=[O:4].[CH2:8](O)[CH2:9][CH2:10][CH2:11][CH2:12][CH2:13][CH2:14][CH2:15][CH2:16][CH2:17][CH2:18][CH3:19].C1C=CC=CC=1.C1(C)C=CC(S(O)(=O)=O)=CC=1, predict the reaction product. The product is: [Cl:1][CH:2]([CH2:6][OH:7])[C:3]([O:5][CH2:19][CH2:18][CH2:17][CH2:16][CH2:15][CH2:14][CH2:13][CH2:12][CH2:11][CH2:10][CH2:9][CH3:8])=[O:4].